This data is from Peptide-MHC class I binding affinity with 185,985 pairs from IEDB/IMGT. The task is: Regression. Given a peptide amino acid sequence and an MHC pseudo amino acid sequence, predict their binding affinity value. This is MHC class I binding data. (1) The peptide sequence is FQPQNGQF. The MHC is H-2-Db with pseudo-sequence H-2-Db. The binding affinity (normalized) is 0.0641. (2) The peptide sequence is RPLMKNTYL. The MHC is HLA-B35:01 with pseudo-sequence HLA-B35:01. The binding affinity (normalized) is 0.362. (3) The peptide sequence is ALYKGFQFI. The MHC is HLA-A02:02 with pseudo-sequence HLA-A02:02. The binding affinity (normalized) is 1.00. (4) The peptide sequence is KLYIALCKVT. The MHC is HLA-A02:06 with pseudo-sequence HLA-A02:06. The binding affinity (normalized) is 0.191. (5) The peptide sequence is VQQESSFVM. The MHC is HLA-B15:01 with pseudo-sequence HLA-B15:01. The binding affinity (normalized) is 0.610. (6) The peptide sequence is WSIYLSLHY. The MHC is HLA-B08:01 with pseudo-sequence HLA-B08:01. The binding affinity (normalized) is 0.269. (7) The peptide sequence is KTTLFHTFK. The MHC is HLA-A24:03 with pseudo-sequence HLA-A24:03. The binding affinity (normalized) is 0.0847. (8) The peptide sequence is LFLDGIDKA. The MHC is HLA-A24:02 with pseudo-sequence HLA-A24:02. The binding affinity (normalized) is 0. (9) The peptide sequence is VYDCISMIGL. The MHC is H-2-Kd with pseudo-sequence H-2-Kd. The binding affinity (normalized) is 0.150. (10) The peptide sequence is IVTDSQYAL. The MHC is HLA-A68:01 with pseudo-sequence HLA-A68:01. The binding affinity (normalized) is 0.